This data is from Catalyst prediction with 721,799 reactions and 888 catalyst types from USPTO. The task is: Predict which catalyst facilitates the given reaction. (1) Reactant: C([O:5][C:6]1[CH:11]=[C:10]([F:12])[C:9]([C:13]2[C:14]([CH3:28])=[N:15][C:16]3[N:17]([N:25]=[CH:26][N:27]=3)[C:18]=2[CH:19]2[CH2:24][CH2:23][CH2:22][CH2:21][CH2:20]2)=[C:8]([F:29])[CH:7]=1)(C)(C)C. Product: [CH:19]1([C:18]2[N:17]3[N:25]=[CH:26][N:27]=[C:16]3[N:15]=[C:14]([CH3:28])[C:13]=2[C:9]2[C:8]([F:29])=[CH:7][C:6]([OH:5])=[CH:11][C:10]=2[F:12])[CH2:20][CH2:21][CH2:22][CH2:23][CH2:24]1. The catalyst class is: 55. (2) Reactant: [C:1]([P:5]([CH2:10][C:11]1[N:16]=[C:15]([C:17]2[CH:22]=[CH:21][CH:20]=[CH:19][N:18]=2)[CH:14]=[CH:13][CH:12]=1)[C:6](C)([CH3:8])[CH3:7])(C)([CH3:3])[CH3:2].[BH4-].[Na+]. Product: [CH:1]([P:5]([CH2:10][C:11]1[N:16]=[C:15]([C:17]2[CH:22]=[CH:21][CH:20]=[CH:19][N:18]=2)[CH:14]=[CH:13][CH:12]=1)[CH:6]([CH3:8])[CH3:7])([CH3:2])[CH3:3]. The catalyst class is: 41. (3) Reactant: [CH3:1][C:2]1[C:6]([CH2:7][S:8][CH2:9][C:10]([OH:12])=O)=[C:5]([CH3:13])[O:4][N:3]=1.[CH3:14][N:15]([C:20]1[CH:25]=[CH:24][CH:23]=[CH:22][C:21]=1[CH3:26])[CH2:16][CH2:17][NH:18][CH3:19].CCN(CC)CC.C(P1(=O)OP(CCC)(=O)OP(CCC)(=O)O1)CC. The catalyst class is: 2. Product: [CH3:1][C:2]1[C:6]([CH2:7][S:8][CH2:9][C:10]([N:18]([CH3:19])[CH2:17][CH2:16][N:15]([CH3:14])[C:20]2[CH:25]=[CH:24][CH:23]=[CH:22][C:21]=2[CH3:26])=[O:12])=[C:5]([CH3:13])[O:4][N:3]=1. (4) Reactant: CN(C)C1C=CC=CC=1.[CH3:10][O:11][C:12]1[CH:17]=[CH:16][CH:15]=[CH:14][C:13]=1[C:18]1[N:27]=[C:26](O)[C:25]2[C:20](=[CH:21][CH:22]=[CH:23][CH:24]=2)[N:19]=1.P(Cl)(Cl)([Cl:31])=O.C(=O)([O-])O.[Na+]. Product: [Cl:31][C:26]1[C:25]2[C:20](=[CH:21][CH:22]=[CH:23][CH:24]=2)[N:19]=[C:18]([C:13]2[CH:14]=[CH:15][CH:16]=[CH:17][C:12]=2[O:11][CH3:10])[N:27]=1. The catalyst class is: 11. (5) Reactant: [F:1][C:2]1[CH:8]=[CH:7][C:5]([NH2:6])=[C:4]([O:9][CH3:10])[CH:3]=1.C(N(CC)CC)C.[C:18](Cl)(=[O:20])[CH3:19]. Product: [F:1][C:2]1[CH:8]=[CH:7][C:5]([NH:6][C:18](=[O:20])[CH3:19])=[C:4]([O:9][CH3:10])[CH:3]=1. The catalyst class is: 4.